Dataset: Forward reaction prediction with 1.9M reactions from USPTO patents (1976-2016). Task: Predict the product of the given reaction. (1) Given the reactants C([O:3][C:4](=[O:23])[C:5]([CH3:22])([CH:7]1[CH2:12][CH2:11][N:10]([C:13]2[CH:18]=[CH:17][C:16]([N+:19]([O-:21])=[O:20])=[CH:15][N:14]=2)[CH2:9][CH2:8]1)[CH3:6])C.[OH-].[Na+], predict the reaction product. The product is: [CH3:22][C:5]([CH:7]1[CH2:8][CH2:9][N:10]([C:13]2[CH:18]=[CH:17][C:16]([N+:19]([O-:21])=[O:20])=[CH:15][N:14]=2)[CH2:11][CH2:12]1)([CH3:6])[C:4]([OH:23])=[O:3]. (2) Given the reactants [I-].[CH:2]1([CH2:7][P+](C2C=CC=CC=2)(C2C=CC=CC=2)C2C=CC=CC=2)[CH2:6][CH2:5][CH2:4][CH2:3]1.C[Si]([N-][Si](C)(C)C)(C)C.[Na+].[CH2:37]([O:39][C:40](=[O:52])[C:41]([C:43]1[CH:48]=[CH:47][C:46]([S:49][CH2:50][CH3:51])=[CH:45][CH:44]=1)=O)[CH3:38], predict the reaction product. The product is: [CH2:37]([O:39][C:40](=[O:52])[C:41]([C:43]1[CH:48]=[CH:47][C:46]([S:49][CH2:50][CH3:51])=[CH:45][CH:44]=1)=[CH:7][CH:2]1[CH2:6][CH2:5][CH2:4][CH2:3]1)[CH3:38]. (3) The product is: [Cl:15][C:11]1[CH:12]=[C:13]2[C:8](=[CH:9][CH:10]=1)[NH:7][C:6](=[O:16])[C:5]([C@@H:3]([NH:2][C:18]1[N:23]=[C:22]([NH:24][C:25](=[O:29])[N:26]([CH3:27])[CH3:28])[CH:21]=[CH:20][N:19]=1)[CH3:4])=[CH:14]2. Given the reactants Cl.[NH2:2][C@H:3]([C:5]1[C:6](=[O:16])[NH:7][C:8]2[C:13]([CH:14]=1)=[CH:12][C:11]([Cl:15])=[CH:10][CH:9]=2)[CH3:4].Cl[C:18]1[N:23]=[C:22]([NH:24][C:25](=[O:29])[N:26]([CH3:28])[CH3:27])[CH:21]=[CH:20][N:19]=1.CCN(C(C)C)C(C)C.O, predict the reaction product. (4) Given the reactants [NH2:1][C@@H:2]1[N:8]=[C:7]([C:9]2[CH:14]=[CH:13][CH:12]=[CH:11][CH:10]=2)[C:6]2[CH:15]=[CH:16][CH:17]=[CH:18][C:5]=2[N:4]([CH2:19][C:20]([F:23])([F:22])[F:21])[C:3]1=[O:24].[C:25]([C:28]1[CH:29]=[C:30]2[C:35](=[CH:36][CH:37]=1)[CH2:34][C:33]1([C:41](=[O:42])[NH:40][C:39](=[O:43])[NH:38]1)[CH2:32][CH2:31]2)(O)=[O:26].C(Cl)CCl.C1C=CC2N(O)N=NC=2C=1.C(N(CC)C(C)C)(C)C, predict the reaction product. The product is: [O:43]=[C:39]1[NH:38][C:33]2([CH2:32][CH2:31][C:30]3[C:35](=[CH:36][CH:37]=[C:28]([C:25]([NH:1][C@@H:2]4[N:8]=[C:7]([C:9]5[CH:10]=[CH:11][CH:12]=[CH:13][CH:14]=5)[C:6]5[CH:15]=[CH:16][CH:17]=[CH:18][C:5]=5[N:4]([CH2:19][C:20]([F:21])([F:23])[F:22])[C:3]4=[O:24])=[O:26])[CH:29]=3)[CH2:34]2)[C:41](=[O:42])[NH:40]1. (5) Given the reactants COC1C=C(NC2C3C(=C(C)C=C(S(C4C=CC=C(C(=O)NCCCCCCCC=O)C=4)(=O)=O)C=3)N=CC=2C(N)=O)C=CC=1.[OH:45][CH2:46][CH2:47][CH2:48][CH2:49][CH2:50][CH2:51][N:52]1[CH2:57][CH2:56][N:55]([C:58]([C:60]2[CH:61]=[C:62]([S:66]([C:69]3[CH:70]=[C:71]4[C:76](=[C:77]([CH3:79])[CH:78]=3)[N:75]=[CH:74][C:73]([C:80]([NH2:82])=[O:81])=[C:72]4[NH:83][C:84]3[CH:89]=[CH:88][CH:87]=[C:86]([O:90][CH3:91])[CH:85]=3)(=[O:68])=[O:67])[CH:63]=[CH:64][CH:65]=2)=[O:59])[CH2:54][CH2:53]1, predict the reaction product. The product is: [CH3:91][O:90][C:86]1[CH:85]=[C:84]([NH:83][C:72]2[C:71]3[C:76](=[C:77]([CH3:79])[CH:78]=[C:69]([S:66]([C:62]4[CH:63]=[CH:64][CH:65]=[C:60]([C:58]([N:55]5[CH2:56][CH2:57][N:52]([CH2:51][CH2:50][CH2:49][CH2:48][CH2:47][CH:46]=[O:45])[CH2:53][CH2:54]5)=[O:59])[CH:61]=4)(=[O:68])=[O:67])[CH:70]=3)[N:75]=[CH:74][C:73]=2[C:80]([NH2:82])=[O:81])[CH:89]=[CH:88][CH:87]=1. (6) Given the reactants [NH2:1][C:2]1[N:7]([CH2:8][CH2:9][CH2:10][O:11][CH3:12])[C:6](=[S:13])[NH:5][C:4](=[O:14])[C:3]=1[N:15]=O.N[C:18]1C(=O)NC(=S)N(CC2CCCCC2)C=1N.C(OCC)(OCC)OCC, predict the reaction product. The product is: [CH3:12][O:11][CH2:10][CH2:9][CH2:8][N:7]1[C:2]2[N:1]=[CH:18][NH:15][C:3]=2[C:4](=[O:14])[NH:5][C:6]1=[S:13]. (7) The product is: [CH2:22]([O:21][C:20]([NH:1][C:2]([C:5]1[CH:14]=[CH:13][C:8]([C:9]([O:11][CH3:12])=[O:10])=[CH:7][CH:6]=1)([CH3:3])[CH3:4])=[O:24])[CH3:23]. Given the reactants [NH2:1][C:2]([C:5]1[CH:14]=[CH:13][C:8]([C:9]([O:11][CH3:12])=[O:10])=[CH:7][CH:6]=1)([CH3:4])[CH3:3].C(=O)([O-])O.[Na+].[C:20](Cl)(=[O:24])[O:21][CH2:22][CH3:23].O, predict the reaction product.